From a dataset of Aqueous solubility values for 9,982 compounds from the AqSolDB database. Regression/Classification. Given a drug SMILES string, predict its absorption, distribution, metabolism, or excretion properties. Task type varies by dataset: regression for continuous measurements (e.g., permeability, clearance, half-life) or binary classification for categorical outcomes (e.g., BBB penetration, CYP inhibition). For this dataset (solubility_aqsoldb), we predict Y. (1) The compound is CCN(CC)c1cccc(O)c1. The Y is -2.01 log mol/L. (2) The drug is C[C@]12CC[C@H]3[C@@H](CCC4=CC(=O)CC[C@@]43C)[C@@H]1CCC2=O. The Y is -3.69 log mol/L. (3) The compound is CCNc1ccccc1. The Y is -1.65 log mol/L. (4) The molecule is O=C(O)c1ccncc1C(=O)O. The Y is -1.85 log mol/L. (5) The compound is CCOC1=C(O)C(=O)O[C@@H]1[C@@H](O)CO. The Y is 0.581 log mol/L.